This data is from Full USPTO retrosynthesis dataset with 1.9M reactions from patents (1976-2016). The task is: Predict the reactants needed to synthesize the given product. (1) Given the product [Cl:1][C:2]1[CH:3]=[C:4]2[NH:32][C:31]([O:41][C@H:42]3[C@H:46]4[O:47][CH2:48][C@@H:49]([OH:50])[C@H:45]4[O:44][CH2:43]3)=[N:30][C:5]2=[N:6][C:7]=1[C:8]1[CH:13]=[CH:12][C:11]([C:14]2[CH:19]=[CH:18][C:17]([N:20]3[CH:24]=[C:23]([CH2:25][C:26]([OH:29])([CH3:28])[CH3:27])[CH:22]=[N:21]3)=[CH:16][N:15]=2)=[CH:10][CH:9]=1, predict the reactants needed to synthesize it. The reactants are: [Cl:1][C:2]1[CH:3]=[C:4]2[N:32](COCC[Si](C)(C)C)[C:31]([O:41][C@H:42]3[C@H:46]4[O:47][CH2:48][C@@H:49]([OH:50])[C@H:45]4[O:44][CH2:43]3)=[N:30][C:5]2=[N:6][C:7]=1[C:8]1[CH:13]=[CH:12][C:11]([C:14]2[CH:19]=[CH:18][C:17]([N:20]3[CH:24]=[C:23]([CH2:25][C:26]([OH:29])([CH3:28])[CH3:27])[CH:22]=[N:21]3)=[CH:16][N:15]=2)=[CH:10][CH:9]=1.C(O)=O.OS([O-])(=O)=O.[K+].[OH-].[Na+]. (2) The reactants are: [N+:1]([C:4]1[C:5]([CH3:11])=[N:6][C:7]([CH3:10])=[CH:8][CH:9]=1)([O-:3])=[O:2].CC(N=NC(C#N)(C)C)(C#N)C.C1C(=O)N([Br:31])C(=O)C1. Given the product [Br:31][CH2:10][C:7]1[N:6]=[C:5]([CH3:11])[C:4]([N+:1]([O-:3])=[O:2])=[CH:9][CH:8]=1, predict the reactants needed to synthesize it. (3) Given the product [F:15][C:14]([F:17])([F:16])[C:11]1[CH:12]=[CH:13][C:8]([N:7]2[CH2:2][CH2:3][NH:4][C:5]2=[O:6])=[CH:9][CH:10]=1, predict the reactants needed to synthesize it. The reactants are: Cl[CH2:2][CH2:3][NH:4][C:5]([NH:7][C:8]1[CH:13]=[CH:12][C:11]([C:14]([F:17])([F:16])[F:15])=[CH:10][CH:9]=1)=[O:6].C([O-])([O-])=O.[K+].[K+]. (4) The reactants are: Cl[C:2]1[N:3]=[C:4]([NH:23][CH:24]2[CH2:26][CH2:25]2)[C:5]2[C:10]([C:11]#[N:12])=[CH:9][N:8](S(C3C=CC(C)=CC=3)(=O)=O)[C:6]=2[N:7]=1.[NH2:27][C:28]1[CH:36]=[C:35]2[C:31]([CH:32]=[N:33][NH:34]2)=[CH:30][CH:29]=1.C[Si](Cl)(C)C. Given the product [NH:34]1[C:35]2[C:31](=[CH:30][CH:29]=[C:28]([NH:27][C:2]3[N:3]=[C:4]([NH:23][CH:24]4[CH2:25][CH2:26]4)[C:5]4[C:10]([C:11]#[N:12])=[CH:9][NH:8][C:6]=4[N:7]=3)[CH:36]=2)[CH:32]=[N:33]1, predict the reactants needed to synthesize it.